Dataset: Reaction yield outcomes from USPTO patents with 853,638 reactions. Task: Predict the reaction yield, written as a fraction of the theoretical maximum amount of product (1.0 means a 100% yield; for example, 0.34 means a 34% yield). (1) The reactants are [F:1][C:2]1[CH:3]=[C:4]([C:20]2[C:21]([C:26]#[N:27])=[CH:22][CH:23]=[CH:24][CH:25]=2)[CH:5]=[CH:6][C:7]=1[CH2:8][C:9]1[C:14](=[O:15])[NH:13][C:12]([CH3:16])=[N:11][C:10]=1[CH2:17][CH2:18][CH3:19].[CH3:28][C:29]1([CH3:42])[CH2:38][CH2:37][C:36]2[C:31](=[CH:32][CH:33]=[C:34](B(O)O)[CH:35]=2)[O:30]1.N1C=CC=CC=1.C(N(CC)CC)C. The catalyst is C(OCC)(=O)C.C([O-])(=O)C.[Cu+2].C([O-])(=O)C.ClCCl. The product is [CH3:28][C:29]1([CH3:42])[CH2:38][CH2:37][C:36]2[C:31](=[CH:32][CH:33]=[C:34]([N:13]3[C:14](=[O:15])[C:9]([CH2:8][C:7]4[CH:6]=[CH:5][C:4]([C:20]5[C:21]([C:26]#[N:27])=[CH:22][CH:23]=[CH:24][CH:25]=5)=[CH:3][C:2]=4[F:1])=[C:10]([CH2:17][CH2:18][CH3:19])[N:11]=[C:12]3[CH3:16])[CH:35]=2)[O:30]1. The yield is 0.700. (2) The reactants are [Cl:1][C:2]1[C:11]2[C:6](=[CH:7][CH:8]=[CH:9][CH:10]=2)[C:5]([OH:12])=[CH:4][N:3]=1.C(=O)([O-])[O-].[K+].[K+].[CH2:19](Br)[C:20]1[CH:25]=[CH:24][CH:23]=[CH:22][CH:21]=1. The catalyst is CN(C=O)C. The product is [Cl:1][C:2]1[C:11]2[C:6](=[CH:7][CH:8]=[CH:9][CH:10]=2)[C:5]([O:12][CH2:19][C:20]2[CH:25]=[CH:24][CH:23]=[CH:22][CH:21]=2)=[CH:4][N:3]=1. The yield is 0.930.